This data is from Peptide-MHC class I binding affinity with 185,985 pairs from IEDB/IMGT. The task is: Regression. Given a peptide amino acid sequence and an MHC pseudo amino acid sequence, predict their binding affinity value. This is MHC class I binding data. (1) The peptide sequence is IQVNKGVAY. The MHC is HLA-B08:02 with pseudo-sequence HLA-B08:02. The binding affinity (normalized) is 0.0847. (2) The peptide sequence is SAFEWHLTF. The MHC is H-2-Kb with pseudo-sequence H-2-Kb. The binding affinity (normalized) is 0.847. (3) The peptide sequence is IQDEIVAAY. The MHC is HLA-A31:01 with pseudo-sequence HLA-A31:01. The binding affinity (normalized) is 0.0847. (4) The peptide sequence is FSTSFYLISI. The MHC is HLA-A02:03 with pseudo-sequence HLA-A02:03. The binding affinity (normalized) is 0.634. (5) The peptide sequence is YQYIFLSFF. The MHC is HLA-B46:01 with pseudo-sequence HLA-B46:01. The binding affinity (normalized) is 0.0847.